This data is from Forward reaction prediction with 1.9M reactions from USPTO patents (1976-2016). The task is: Predict the product of the given reaction. (1) Given the reactants Cl[C:2]1[CH:3]=[CH:4][C:5]2[C:11]3[N:12](CC4C=CC(OC)=CC=4OC)[C:13](=[O:21])[C:14]([C:17]([O:19]C)=[O:18])=[C:15]([OH:16])[C:10]=3[CH2:9][CH2:8][O:7][C:6]=2[CH:33]=1.[NH:34]1[CH2:38][CH2:37][CH2:36][CH2:35]1, predict the reaction product. The product is: [OH:16][C:15]1[C:10]2[CH2:9][CH2:8][O:7][C:6]3[CH:33]=[C:2]([N:34]4[CH2:38][CH2:37][CH2:36][CH2:35]4)[CH:3]=[CH:4][C:5]=3[C:11]=2[NH:12][C:13](=[O:21])[C:14]=1[C:17]([OH:19])=[O:18]. (2) Given the reactants [CH3:1][O:2][C:3](=[O:35])[C:4]1[CH:13]=[CH:12][C:11]([CH2:14][N:15]2[CH:20]([C:21]3[C:26]([CH3:27])=[CH:25][CH:24]=[CH:23][N:22]=3)[CH2:19][CH2:18][CH2:17][CH:16]2[C:28]2[C:33]([CH3:34])=[CH:32][CH:31]=[CH:30][N:29]=2)=[C:6]([C:7]([O:9][CH3:10])=[O:8])[CH:5]=1.[Li+].[BH4-], predict the reaction product. The product is: [CH3:1][O:2][C:3](=[O:35])[C:4]1[CH:13]=[CH:12][C:11]([CH2:14][N:15]2[CH:16]([C:28]3[C:33]([CH3:34])=[CH:32][CH:31]=[CH:30][N:29]=3)[CH2:17][CH2:18][CH2:19][CH:20]2[C:21]2[C:26]([CH3:27])=[CH:25][CH:24]=[CH:23][N:22]=2)=[C:6]([C:7]([O:9][CH3:10])=[O:8])[CH:5]=1.[CH3:10][O:9][C:7](=[O:8])[C:6]1[CH:5]=[C:4]([CH2:3][OH:2])[CH:13]=[CH:12][C:11]=1[CH2:14][N:15]1[CH:16]([C:28]2[C:33]([CH3:34])=[CH:32][CH:31]=[CH:30][N:29]=2)[CH2:17][CH2:18][CH2:19][CH:20]1[C:21]1[C:26]([CH3:27])=[CH:25][CH:24]=[CH:23][N:22]=1.